From a dataset of Catalyst prediction with 721,799 reactions and 888 catalyst types from USPTO. Predict which catalyst facilitates the given reaction. (1) Product: [NH2:11][C:8]1[CH:9]=[C:10]2[C:5](=[CH:6][C:7]=1[N+:15]([O-:17])=[O:16])[N:4]([CH2:21][C:22]#[C:23][CH2:24][CH3:25])[C:3](=[O:18])[C:2]2([CH3:1])[CH3:19]. Reactant: [CH3:1][C:2]1([CH3:19])[C:10]2[C:5](=[CH:6][C:7]([N+:15]([O-:17])=[O:16])=[C:8]([NH:11]C(=O)C)[CH:9]=2)[NH:4][C:3]1=[O:18].Br[CH2:21][C:22]#[C:23][CH2:24][CH3:25].C([O-])([O-])=O.[K+].[K+].C1CCN2C(=NCCC2)CC1. The catalyst class is: 5. (2) Reactant: CCN(C(C)C)C(C)C.[Cl:10][C:11]1[CH:16]=[CH:15][C:14]([C:17]2([NH:20][C:21]3[N:26]=[C:25]([O:27][CH2:28][C:29]([F:32])([F:31])[F:30])[N:24]=[C:23]([NH:33][C:34]4[CH:42]=[CH:41][C:37]([C:38](O)=[O:39])=[CH:36][CH:35]=4)[N:22]=3)[CH2:19][CH2:18]2)=[CH:13][CH:12]=1.[NH2:43][CH:44]1[CH2:48][CH2:47][CH2:46][CH:45]1[CH2:49][NH:50][C:51](=[O:57])[C:52]([O:54][CH2:55][CH3:56])=[O:53].CN(C(ON1N=NC2C=CC=CC1=2)=[N+](C)C)C.[B-](F)(F)(F)F. Product: [Cl:10][C:11]1[CH:16]=[CH:15][C:14]([C:17]2([NH:20][C:21]3[N:26]=[C:25]([O:27][CH2:28][C:29]([F:30])([F:32])[F:31])[N:24]=[C:23]([NH:33][C:34]4[CH:35]=[CH:36][C:37]([C:38]([NH:43][CH:44]5[CH2:48][CH2:47][CH2:46][CH:45]5[CH2:49][NH:50][C:51](=[O:57])[C:52]([O:54][CH2:55][CH3:56])=[O:53])=[O:39])=[CH:41][CH:42]=4)[N:22]=3)[CH2:19][CH2:18]2)=[CH:13][CH:12]=1. The catalyst class is: 1. (3) Reactant: [Br:1][C:2]1[CH:3]=[C:4]2[C:9](=[CH:10][CH:11]=1)[N:8]=[CH:7][C:6]([N+:12]([O-:14])=[O:13])=[C:5]2Cl.[NH2:16][C:17]1[C:18]([CH3:23])=[N:19][N:20]([CH3:22])[CH:21]=1.CN1C(C)(C)CCCC1(C)C. Product: [Br:1][C:2]1[CH:3]=[C:4]2[C:9](=[CH:10][CH:11]=1)[N:8]=[CH:7][C:6]([N+:12]([O-:14])=[O:13])=[C:5]2[NH:16][C:17]1[C:18]([CH3:23])=[N:19][N:20]([CH3:22])[CH:21]=1. The catalyst class is: 44. (4) Reactant: [CH2:1]([O:8][C:9]1[CH:16]=[C:15]([O:17][CH:18]([CH3:20])[CH3:19])[CH:14]=[CH:13][C:10]=1[CH:11]=O)[C:2]1[CH:7]=[CH:6][CH:5]=[CH:4][CH:3]=1.BrP([CH2:41][CH2:42][CH:43]1[O:47][CH2:46][CH2:45][O:44]1)(C1C=CC=CC=1)(C1C=CC=CC=1)C1C=CC=CC=1.[H-].[Na+].[Cl-].[NH4+]. Product: [CH2:1]([O:8][C:9]1[CH:16]=[C:15]([O:17][CH:18]([CH3:20])[CH3:19])[CH:14]=[CH:13][C:10]=1[CH:11]=[CH:41][CH2:42][CH:43]1[O:47][CH2:46][CH2:45][O:44]1)[C:2]1[CH:7]=[CH:6][CH:5]=[CH:4][CH:3]=1. The catalyst class is: 9. (5) Reactant: [Cl:1][C:2]1[CH:3]=[C:4]([C:9]2([C:26]([F:29])([F:28])[F:27])[O:13][N:12]=[C:11]([C:14]3[S:18][C:17]([C:19](O)=[O:20])=[C:16]4[CH2:22][CH2:23][CH2:24][CH2:25][C:15]=34)[CH2:10]2)[CH:5]=[C:6]([Cl:8])[CH:7]=1.CN(C(ON1N=NC2C=CC=NC1=2)=[N+](C)C)C.F[P-](F)(F)(F)(F)F.CCN(C(C)C)C(C)C.Cl.[NH2:64][C@@H:65]1[CH2:69][CH2:68][NH:67][C:66]1=[O:70]. Product: [Cl:8][C:6]1[CH:5]=[C:4]([C:9]2([C:26]([F:28])([F:29])[F:27])[O:13][N:12]=[C:11]([C:14]3[S:18][C:17]([C:19]([NH:64][C@@H:65]4[CH2:69][CH2:68][NH:67][C:66]4=[O:70])=[O:20])=[C:16]4[CH2:22][CH2:23][CH2:24][CH2:25][C:15]=34)[CH2:10]2)[CH:3]=[C:2]([Cl:1])[CH:7]=1. The catalyst class is: 34. (6) Reactant: C[O:2][C:3](=O)[C:4]1[CH:9]=[C:8]([I:10])[CH:7]=[CH:6][C:5]=1[O:11][Si:12]([CH:19]([CH3:21])[CH3:20])([CH:16]([CH3:18])[CH3:17])[CH:13]([CH3:15])[CH3:14].[H-].C([Al+]CC(C)C)C(C)C. Product: [I:10][C:8]1[CH:7]=[CH:6][C:5]([O:11][Si:12]([CH:16]([CH3:18])[CH3:17])([CH:19]([CH3:21])[CH3:20])[CH:13]([CH3:14])[CH3:15])=[C:4]([CH2:3][OH:2])[CH:9]=1. The catalyst class is: 2. (7) Reactant: [F:1][C:2]1[CH:7]=[CH:6][CH:5]=[CH:4][C:3]=1[O:8][CH3:9].C([Li])CCC.[C:15](=[O:17])=[O:16]. Product: [F:1][C:2]1[C:3]([O:8][CH3:9])=[CH:4][CH:5]=[CH:6][C:7]=1[C:15]([OH:17])=[O:16]. The catalyst class is: 74. (8) Reactant: [CH:1]1([C:4](=O)[CH2:5][C:6]([O:8]C)=[O:7])[CH2:3][CH2:2]1.CO[CH:13](OC)[N:14]([CH3:16])C.C[NH:20]N. Product: [CH:1]1([C:4]2[C:5]([C:6]([OH:8])=[O:7])=[CH:13][N:14]([CH3:16])[N:20]=2)[CH2:3][CH2:2]1. The catalyst class is: 757. (9) Reactant: C([O:4][CH2:5][C:6]1[CH:11]=[C:10]([C:12]2[CH2:16][C:15]([C:21]3[CH:26]=[C:25]([Cl:27])[CH:24]=[C:23]([Cl:28])[CH:22]=3)([C:17]([F:20])([F:19])[F:18])[O:14][N:13]=2)[CH:9]=[CH:8][C:7]=1[C:29]#[N:30])(=O)C.C[O-].[Na+]. Product: [Cl:28][C:23]1[CH:22]=[C:21]([C:15]2([C:17]([F:20])([F:18])[F:19])[O:14][N:13]=[C:12]([C:10]3[CH:9]=[CH:8][C:7]4[C:29](=[NH:30])[O:4][CH2:5][C:6]=4[CH:11]=3)[CH2:16]2)[CH:26]=[C:25]([Cl:27])[CH:24]=1. The catalyst class is: 5. (10) Reactant: C([N:4]1[C:9]2[C:10]3[CH:16]=[N:15][N:14]([CH2:17][C:18]4[CH:23]=[CH:22][C:21]([O:24][CH3:25])=[CH:20][CH:19]=4)[C:11]=3[N:12]=[CH:13][C:8]=2[CH2:7][N:6]([C:26]2[C:31]([F:32])=[C:30]([O:33][CH3:34])[CH:29]=[C:28]([O:35][CH3:36])[C:27]=2[F:37])[C:5]1=[O:38])C=C.C(O)C.C(NCC)C.C1(P(C2C=CC=CC=2)CCCCP(C2C=CC=CC=2)C2C=CC=CC=2)C=CC=CC=1. Product: [F:37][C:27]1[C:28]([O:35][CH3:36])=[CH:29][C:30]([O:33][CH3:34])=[C:31]([F:32])[C:26]=1[N:6]1[CH2:7][C:8]2[CH:13]=[N:12][C:11]3[N:14]([CH2:17][C:18]4[CH:23]=[CH:22][C:21]([O:24][CH3:25])=[CH:20][CH:19]=4)[N:15]=[CH:16][C:10]=3[C:9]=2[NH:4][C:5]1=[O:38]. The catalyst class is: 110.